From a dataset of Reaction yield outcomes from USPTO patents with 853,638 reactions. Predict the reaction yield, written as a fraction of the theoretical maximum amount of product (1.0 means a 100% yield; for example, 0.34 means a 34% yield). (1) The reactants are [CH2:1]([O:3][P:4]([CH2:9][CH2:10][NH2:11])(=[O:8])[O:5][CH2:6][CH3:7])[CH3:2].[C:12](Cl)(=[O:15])[CH:13]=[CH2:14].[OH-].[Na+]. The catalyst is C(Cl)Cl.O. The product is [CH2:6]([O:5][P:4]([CH2:9][CH2:10][NH:11][C:12](=[O:15])[CH:13]=[CH2:14])([O:3][CH2:1][CH3:2])=[O:8])[CH3:7]. The yield is 0.630. (2) The reactants are [C:1]1([C:7]2[NH:8][CH:9]=[C:10]([C:12]3[CH:17]=[CH:16][N:15]=[CH:14][CH:13]=3)[N:11]=2)[CH:6]=[CH:5][CH:4]=[CH:3][CH:2]=1.N1C=CC=CC=1.[Br:24]Br. The catalyst is C(Cl)Cl. The product is [Br:24][C:9]1[NH:8][C:7]([C:1]2[CH:2]=[CH:3][CH:4]=[CH:5][CH:6]=2)=[N:11][C:10]=1[C:12]1[CH:13]=[CH:14][N:15]=[CH:16][CH:17]=1. The yield is 0.780. (3) The reactants are C(N(CC)CC)C.[C:8]1([SH:15])[C:9]([SH:14])=[CH:10][CH:11]=[CH:12][CH:13]=1.F[C:17]1[CH:22]=[C:21]([Br:23])[C:20]([Br:24])=[CH:19][C:18]=1F.ClCCl. The catalyst is CN(C=O)C. The product is [Br:24][C:20]1[C:21]([Br:23])=[CH:22][C:17]2[S:15][C:8]3[C:9](=[CH:10][CH:11]=[CH:12][CH:13]=3)[S:14][C:18]=2[CH:19]=1. The yield is 0.580.